From a dataset of Reaction yield outcomes from USPTO patents with 853,638 reactions. Predict the reaction yield, written as a fraction of the theoretical maximum amount of product (1.0 means a 100% yield; for example, 0.34 means a 34% yield). (1) The reactants are [CH3:1][S:2]([C:5]1[CH:6]=[C:7]2[C:12](=[CH:13][CH:14]=1)[NH:11][CH:10]([C:15]1[CH:20]=[CH:19][CH:18]=[C:17]([N+:21]([O-])=O)[CH:16]=1)[C:9]([CH3:25])([CH3:24])[CH2:8]2)(=[O:4])=[O:3]. The catalyst is C(O)C.Cl.[Fe]. The product is [CH3:1][S:2]([C:5]1[CH:6]=[C:7]2[C:12](=[CH:13][CH:14]=1)[NH:11][CH:10]([C:15]1[CH:16]=[C:17]([NH2:21])[CH:18]=[CH:19][CH:20]=1)[C:9]([CH3:25])([CH3:24])[CH2:8]2)(=[O:4])=[O:3]. The yield is 0.250. (2) The reactants are [O:1]=[S:2]1(=[O:28])[CH2:6][CH2:5][CH2:4][N:3]1[C:7]1[CH:12]=[CH:11][C:10]([C:13]2[N:14]([CH2:26][CH3:27])[C:15]3[C:20]([C:21]=2[C:22]#[N:23])=[CH:19][CH:18]=[C:17]([O:24]C)[CH:16]=3)=[CH:9][CH:8]=1.B(Br)(Br)Br. The catalyst is C(Cl)Cl. The product is [O:28]=[S:2]1(=[O:1])[CH2:6][CH2:5][CH2:4][N:3]1[C:7]1[CH:8]=[CH:9][C:10]([C:13]2[N:14]([CH2:26][CH3:27])[C:15]3[C:20]([C:21]=2[C:22]#[N:23])=[CH:19][CH:18]=[C:17]([OH:24])[CH:16]=3)=[CH:11][CH:12]=1. The yield is 1.00. (3) The reactants are [OH:1][C:2]1[C:7]2[C@@:8]3([OH:45])[C@@:21]([O:25][CH3:26])([C@H:22]([OH:24])[CH2:23][C:6]=2[CH:5]=[C:4]([CH3:46])[C:3]=1[C:47]([O:49][CH3:50])=[O:48])[C:20](=[O:27])[C:19]1[C:10](=[CH:11][C:12]2[C:13](=[O:43])[C:14]([NH:30][C@@H:31]4[C@H:36]([O:37][CH3:38])[C@H:35]([OH:39])[C@@H:34]([O:40][CH3:41])[C@H:33]([CH3:42])[O:32]4)=[CH:15][C:16](=[O:29])[C:17]=2[C:18]=1[OH:28])[C:9]3=[O:44].O.[N+:52]([O-])([OH:54])=[O:53]. The catalyst is C(#N)C. The product is [OH:1][C:2]1[C:7]2[C@@:8]3([OH:45])[C@@:21]([O:25][CH3:26])([C@H:22]([OH:24])[CH2:23][C:6]=2[C:5]([N+:52]([O-:54])=[O:53])=[C:4]([CH3:46])[C:3]=1[C:47]([O:49][CH3:50])=[O:48])[C:20](=[O:27])[C:19]1[C:10](=[CH:11][C:12]2[C:13](=[O:43])[C:14]([NH:30][C@@H:31]4[C@H:36]([O:37][CH3:38])[C@H:35]([OH:39])[C@@H:34]([O:40][CH3:41])[C@H:33]([CH3:42])[O:32]4)=[CH:15][C:16](=[O:29])[C:17]=2[C:18]=1[OH:28])[C:9]3=[O:44]. The yield is 0.330. (4) The reactants are [C:1]([O:5][C:6]([N:8]([CH2:31][CH:32]1[CH2:37][CH2:36][N:35]([C:38]([CH:40]2[CH2:43][N:42](C(OCC3C=CC=CC=3)=O)[CH2:41]2)=[O:39])[CH2:34][CH2:33]1)[CH2:9][C@H:10]([O:23][Si:24]([C:27]([CH3:30])([CH3:29])[CH3:28])([CH3:26])[CH3:25])[C:11]1[CH:20]=[CH:19][C:18]([OH:21])=[C:17]2[C:12]=1[CH:13]=[CH:14][C:15](=[O:22])[NH:16]2)=[O:7])([CH3:4])([CH3:3])[CH3:2].CC1CC=CCC=1. The catalyst is C(O)C.[Pd]. The product is [NH:42]1[CH2:43][CH:40]([C:38]([N:35]2[CH2:36][CH2:37][CH:32]([CH2:31][N:8]([CH2:9][C@H:10]([O:23][Si:24]([C:27]([CH3:30])([CH3:29])[CH3:28])([CH3:26])[CH3:25])[C:11]3[CH:20]=[CH:19][C:18]([OH:21])=[C:17]4[C:12]=3[CH:13]=[CH:14][C:15](=[O:22])[NH:16]4)[C:6](=[O:7])[O:5][C:1]([CH3:2])([CH3:3])[CH3:4])[CH2:33][CH2:34]2)=[O:39])[CH2:41]1. The yield is 0.840.